The task is: Predict the product of the given reaction.. This data is from Forward reaction prediction with 1.9M reactions from USPTO patents (1976-2016). (1) Given the reactants [CH2:1]([N:3]([CH2:20][CH3:21])[CH2:4][CH2:5][N:6]1[CH2:12][CH2:11][CH2:10][C:9]2[NH:13][C:14]([CH:17]=O)=[C:15]([CH3:16])[C:8]=2[C:7]1=[O:19])[CH3:2].[CH3:22][C:23]1[CH:31]=[CH:30][CH:29]=[C:28]2[C:24]=1[CH2:25][C:26](=[O:32])[NH:27]2, predict the reaction product. The product is: [CH2:1]([N:3]([CH2:20][CH3:21])[CH2:4][CH2:5][N:6]1[CH2:12][CH2:11][CH2:10][C:9]2[NH:13][C:14]([CH:17]=[C:25]3[C:24]4[C:28](=[CH:29][CH:30]=[CH:31][C:23]=4[CH3:22])[NH:27][C:26]3=[O:32])=[C:15]([CH3:16])[C:8]=2[C:7]1=[O:19])[CH3:2]. (2) Given the reactants Br[CH2:2][C:3]1[CH2:4][CH2:5][N:6]([C:17]([O:19][C:20]([CH3:23])([CH3:22])[CH3:21])=[O:18])[CH2:7][C:8]=1[C:9]1[N:13]([CH:14]([CH3:16])[CH3:15])[N:12]=[CH:11][CH:10]=1.[OH:24][C:25]1[C:30]([CH:31]=[O:32])=[CH:29][C:28]([O:33][CH3:34])=[N:27][CH:26]=1.C([O-])([O-])=O.[K+].[K+], predict the reaction product. The product is: [CH:31]([C:30]1[CH:29]=[C:28]([O:33][CH3:34])[N:27]=[CH:26][C:25]=1[O:24][CH2:2][C:3]1[CH2:4][CH2:5][N:6]([C:17]([O:19][C:20]([CH3:23])([CH3:22])[CH3:21])=[O:18])[CH2:7][C:8]=1[C:9]1[N:13]([CH:14]([CH3:16])[CH3:15])[N:12]=[CH:11][CH:10]=1)=[O:32]. (3) Given the reactants [N:1]1([C:6]2[CH:18]=[CH:17][C:9]3[CH:10]([C:13]([O:15]C)=[O:14])[CH2:11][O:12][C:8]=3[CH:7]=2)[CH:5]=[N:4][N:3]=[N:2]1.O[Li].O, predict the reaction product. The product is: [N:1]1([C:6]2[CH:18]=[CH:17][C:9]3[CH:10]([C:13]([OH:15])=[O:14])[CH2:11][O:12][C:8]=3[CH:7]=2)[CH:5]=[N:4][N:3]=[N:2]1. (4) Given the reactants Cl.[NH2:2][CH2:3][C:4]1[CH:9]=[CH:8][C:7]([C:10]([N:12]2[CH2:21][CH2:20][C:19]3[N:18]=[C:17]([CH3:22])[O:16][C:15]=3[C:14]3[CH:23]=[CH:24][CH:25]=[CH:26][C:13]2=3)=[O:11])=[CH:6][C:5]=1[CH3:27].C(N(CC)CC)C.[CH3:35][C:36]([CH3:49])([CH3:48])[CH2:37][CH2:38][N:39]1[CH2:44][CH2:43][CH:42]([C:45](O)=[O:46])[CH2:41][CH2:40]1.C1CN([P+](Br)(N2CCCC2)N2CCCC2)CC1.F[P-](F)(F)(F)(F)F, predict the reaction product. The product is: [CH3:27][C:5]1[CH:6]=[C:7]([C:10]([N:12]2[CH2:21][CH2:20][C:19]3[N:18]=[C:17]([CH3:22])[O:16][C:15]=3[C:14]3[CH:23]=[CH:24][CH:25]=[CH:26][C:13]2=3)=[O:11])[CH:8]=[CH:9][C:4]=1[CH2:3][NH:2][C:45]([CH:42]1[CH2:43][CH2:44][N:39]([CH2:38][CH2:37][C:36]([CH3:49])([CH3:48])[CH3:35])[CH2:40][CH2:41]1)=[O:46]. (5) Given the reactants FC1(F)C2C(=CC=CC=2[C@@H](O[C@]23CCC[C@@]2(CC=C)CCO3)C(F)(F)F)NC1=O.[F:30][C:31]1([F:56])[C:39]2[C:34](=[CH:35][CH:36]=[C:37]([F:54])[C:38]=2[CH:40]([O:42][C@]23CCC[C@@]2(CC=C)CCO3)[CH3:41])[NH:33][C:32]1=[O:55], predict the reaction product. The product is: [F:56][C:31]1([F:30])[C:39]2[C:34](=[CH:35][CH:36]=[C:37]([F:54])[C:38]=2[CH:40]([OH:42])[CH3:41])[NH:33][C:32]1=[O:55].